This data is from Forward reaction prediction with 1.9M reactions from USPTO patents (1976-2016). The task is: Predict the product of the given reaction. (1) Given the reactants C(Cl)(Cl)[Cl:2].[CH3:5][O:6][C:7]1[CH:16]=[C:15]2[C:10]([N:11]=[CH:12][C:13](=[O:37])[N:14]2[CH2:17][CH2:18][N:19]2[CH2:24][CH2:23][CH:22]([NH:25][CH2:26][C:27]3[CH:36]=[CH:35][C:34]4[C:29](=[CH:30][CH:31]=[CH:32][CH:33]=4)[CH:28]=3)[CH2:21][CH2:20]2)=[CH:9][CH:8]=1.Cl.C(OCC)(=O)C, predict the reaction product. The product is: [ClH:2].[CH3:5][O:6][C:7]1[CH:16]=[C:15]2[C:10]([N:11]=[CH:12][C:13](=[O:37])[N:14]2[CH2:17][CH2:18][N:19]2[CH2:20][CH2:21][CH:22]([NH:25][CH2:26][C:27]3[CH:36]=[CH:35][C:34]4[C:29](=[CH:30][CH:31]=[CH:32][CH:33]=4)[CH:28]=3)[CH2:23][CH2:24]2)=[CH:9][CH:8]=1. (2) Given the reactants [C:1]([O:5][C:6]([N:8]1[CH2:13][CH2:12][C@@H:11]([CH2:14][CH2:15]O)[C@@H:10]([CH:17]=[CH2:18])[CH2:9]1)=[O:7])([CH3:4])([CH3:3])[CH3:2].C1C=CC(P(C2C=CC=CC=2)C2C=CC=CC=2)=CC=1.[C:38]1([N:44]2[C:48]([SH:49])=[N:47][N:46]=[N:45]2)[CH:43]=[CH:42][CH:41]=[CH:40][CH:39]=1.CC(OC(/N=N/C(OC(C)C)=O)=O)C, predict the reaction product. The product is: [C:1]([O:5][C:6]([N:8]1[CH2:13][CH2:12][C@@H:11]([CH2:14][CH2:15][S:49][C:48]2[N:44]([C:38]3[CH:43]=[CH:42][CH:41]=[CH:40][CH:39]=3)[N:45]=[N:46][N:47]=2)[C@@H:10]([CH:17]=[CH2:18])[CH2:9]1)=[O:7])([CH3:4])([CH3:3])[CH3:2]. (3) Given the reactants [OH:1][C:2]1[CH:3]=[CH:4][C:5]2[C:6]3[N:7]([CH2:23][CH2:24][N:25]=3)[C:8]([NH:14][C:15]([C:17]3[CH:18]=[N:19][CH:20]=[CH:21][CH:22]=3)=[O:16])=[N:9][C:10]=2[C:11]=1[O:12][CH3:13].C(O)(C(F)(F)F)=O.C(=O)([O-])[O-].[Cs+].[Cs+].CS(O[CH2:44][C@@H:45]1[O:47][CH2:46]1)(=O)=O, predict the reaction product. The product is: [CH3:13][O:12][C:11]1[C:10]2[N:9]=[C:8]([NH:14][C:15](=[O:16])[C:17]3[CH:22]=[CH:21][CH:20]=[N:19][CH:18]=3)[N:7]3[CH2:23][CH2:24][N:25]=[C:6]3[C:5]=2[CH:4]=[CH:3][C:2]=1[O:1][CH2:44][C@H:45]1[CH2:46][O:47]1. (4) Given the reactants [F:1][C:2]1[C:3]([O:11][CH3:12])=[C:4](B(O)O)[CH:5]=[CH:6][CH:7]=1.Br[C:14]([CH2:16][CH3:17])=[CH2:15].O, predict the reaction product. The product is: [F:1][C:2]1[CH:7]=[CH:6][CH:5]=[C:4]([C:14](=[CH2:15])[CH2:16][CH3:17])[C:3]=1[O:11][CH3:12]. (5) Given the reactants C([C@H:3]1[CH2:8][CH2:7][C@H:6]([CH2:9][N:10]([CH3:24])[S:11]([C:14]2[CH:19]=[CH:18][C:17]([C:20]([F:23])([F:22])[F:21])=[CH:16][CH:15]=2)(=[O:13])=[O:12])[CH2:5][CH2:4]1)=O.C1(P(=[CH:44][C:45]([O:47][CH3:48])=[O:46])(C2C=CC=CC=2)C2C=CC=CC=2)C=CC=CC=1.[C:49]1(C)C=CC=CC=1, predict the reaction product. The product is: [CH3:48][O:47][C:45](=[O:46])[CH:44]=[CH:49][C@H:3]1[CH2:8][CH2:7][C@H:6]([CH2:9][N:10]([CH3:24])[S:11]([C:14]2[CH:15]=[CH:16][C:17]([C:20]([F:23])([F:21])[F:22])=[CH:18][CH:19]=2)(=[O:13])=[O:12])[CH2:5][CH2:4]1. (6) The product is: [O:37]=[C:4]([NH:38][C:39]1[NH:44][CH2:43][CH2:42][CH2:41][N:40]=1)[CH2:5][CH2:6][CH2:7][O:8][C:9]1[CH:10]=[CH:11][C:12]([CH2:13][C@@H:14]([C:28]([O:30][C:31]([CH3:32])([CH3:34])[CH3:33])=[O:29])[NH:15][C:16]2[N:20]([CH2:21][C:22]3[CH:27]=[CH:26][CH:25]=[CH:24][CH:23]=3)[N:19]=[N:18][N:17]=2)=[CH:35][CH:36]=1. Given the reactants C(O[C:4](=[O:37])[CH2:5][CH2:6][CH2:7][O:8][C:9]1[CH:36]=[CH:35][C:12]([CH2:13][C@@H:14]([C:28]([O:30][C:31]([CH3:34])([CH3:33])[CH3:32])=[O:29])[NH:15][C:16]2[N:20]([CH2:21][C:22]3[CH:27]=[CH:26][CH:25]=[CH:24][CH:23]=3)[N:19]=[N:18][N:17]=2)=[CH:11][CH:10]=1)C.[NH2:38][C:39]1[NH:40][CH2:41][CH2:42][CH2:43][N:44]=1, predict the reaction product.